This data is from Forward reaction prediction with 1.9M reactions from USPTO patents (1976-2016). The task is: Predict the product of the given reaction. (1) The product is: [CH:53]1([C:51]([NH:50][C:48]2[N:49]=[C:44]3[CH:43]=[CH:42][C:41]([O:40][C:39]4[CH:56]=[CH:57][C:36]([NH:35][C:1]([N:22]5[C:21](=[O:27])[C:20]([C:17]6[CH:18]=[CH:19][C:14]([F:13])=[CH:15][CH:16]=6)=[C:25]([CH3:26])[CH2:24][CH2:23]5)=[O:2])=[CH:37][C:38]=4[F:58])=[CH:46][N:45]3[CH:47]=2)=[O:52])[CH2:55][CH2:54]1. Given the reactants [C:1](=O)(OC(Cl)(Cl)Cl)[O:2]C(Cl)(Cl)Cl.[F:13][C:14]1[CH:19]=[CH:18][C:17]([C:20]2[C:21](=[O:27])[NH:22][CH2:23][CH2:24][C:25]=2[CH3:26])=[CH:16][CH:15]=1.C(N(CC)CC)C.[NH2:35][C:36]1[CH:57]=[CH:56][C:39]([O:40][C:41]2[CH:42]=[CH:43][C:44]3[N:45]([CH:47]=[C:48]([NH:50][C:51]([CH:53]4[CH2:55][CH2:54]4)=[O:52])[N:49]=3)[CH:46]=2)=[C:38]([F:58])[CH:37]=1, predict the reaction product. (2) Given the reactants Cl[C:2]1[C:11]2[C:6](=[C:7]([O:12][CH3:13])[CH:8]=[CH:9][CH:10]=2)[N:5]=[C:4]([CH3:14])[CH:3]=1.[Cl:15][C:16]1[CH:23]=[CH:22][C:19]([CH2:20][NH2:21])=[CH:18][CH:17]=1, predict the reaction product. The product is: [Cl:15][C:16]1[CH:23]=[CH:22][C:19]([CH2:20][NH:21][C:2]2[C:11]3[C:6](=[C:7]([O:12][CH3:13])[CH:8]=[CH:9][CH:10]=3)[N:5]=[C:4]([CH3:14])[CH:3]=2)=[CH:18][CH:17]=1. (3) Given the reactants O=[C:2]1[CH2:8][CH:7]2[O:9][CH:4]([CH2:5][CH2:6]2)[CH:3]1[C:10]([O:12][CH2:13][CH3:14])=[O:11].[C:15]1([C@@H:21]([NH2:23])[CH3:22])[CH:20]=[CH:19][CH:18]=[CH:17][CH:16]=1.C(O)(=O)C, predict the reaction product. The product is: [C:15]1([C@@H:21]([NH:23][C:2]2[CH2:8][CH:7]3[O:9][CH:4]([CH2:5][CH2:6]3)[C:3]=2[C:10]([O:12][CH2:13][CH3:14])=[O:11])[CH3:22])[CH:20]=[CH:19][CH:18]=[CH:17][CH:16]=1. (4) Given the reactants [N:1]1[CH:6]=[CH:5][CH:4]=[CH:3][C:2]=1[C:7]1[CH:8]=[N:9][NH:10][C:11]=1[NH2:12].[F:13][C:14]1([F:31])[O:18][C:17]2[CH:19]=[CH:20][C:21]([C:23](=O)[CH2:24][C:25](OCC)=[O:26])=[CH:22][C:16]=2[O:15]1.CC1C=CC(S(O)(=O)=O)=CC=1, predict the reaction product. The product is: [F:31][C:14]1([F:13])[O:18][C:17]2[CH:19]=[CH:20][C:21]([C:23]3[NH:12][C:11]4[N:10]([N:9]=[CH:8][C:7]=4[C:2]4[CH:3]=[CH:4][CH:5]=[CH:6][N:1]=4)[C:25](=[O:26])[CH:24]=3)=[CH:22][C:16]=2[O:15]1.